From a dataset of Experimentally validated miRNA-target interactions with 360,000+ pairs, plus equal number of negative samples. Binary Classification. Given a miRNA mature sequence and a target amino acid sequence, predict their likelihood of interaction. (1) Result: 0 (no interaction). The protein sequence of the target gene is MASMPPTPEAQGPILFEDLAVYFSQEECVTLHPAQRSLSKDGTKESLEDAALMGEEGKPEINQQLSLESMELDELALEKYPIAAPLVPYPEKSSEDGVGNPEAKILSGTPTYKRRVISLLVTIENHTPLVELSEYLGTNTLSEILDSPWEGAKNVYKCPECDQNFSDHSYLVLHQKIHSGEKKHKCGDCGKIFNHRANLRTHRRIHTGEKPYKCAKCSASFRQHSHLSRHMNSHVKEKPYTCSICGRGFMWLPGLAQHQKSHSAENTYESTNCDKHFNEKPNLALPEETFVSGPQYQHTK.... The miRNA is hsa-miR-6867-3p with sequence CUCUCCCUCUUUACCCACUAG. (2) The miRNA is hsa-miR-92a-1-5p with sequence AGGUUGGGAUCGGUUGCAAUGCU. The protein sequence of the target gene is MARGSLRRLLRLLVLGLWLALLRSVAGEQAPGTAPCSRGSSWSADLDKCMDCASCRARPHSDFCLGCAAAPPAPFRLLWPILGGALSLTFVLGLLSGFLVWRRCRRREKFTTPIEETGGEGCPAVALIQ. Result: 1 (interaction). (3) The miRNA is mmu-miR-34b-5p with sequence AGGCAGUGUAAUUAGCUGAUUGU. The protein sequence of the target gene is MDSREFRRRGKEMVDYIADYLDGIEGRPVYPDVEPGYLRPLIPATAPQEPETYEDIIKDIEKIIMPGVTHWHSPYFFAYFPTASSYPAMLADMLCGAIGCIGFSWAASPACTELETVMMDWLGKMLELPEAFLAGRAGEGGGVIQGSASEATLVALLAARTKVIRQLQAASPEFTQAAIMEKLVAYTSDQAHSSVERAGLIGGIKLKAVPSDGNFSMRASALREALERDKAAGLIPFFVVATLGTTSCCSFDNLLEVGPICNQEGVWLHIDAAYAGSAFICPEFRYLLNGVEFADSFNFN.... Result: 0 (no interaction). (4) The miRNA is hsa-miR-192-3p with sequence CUGCCAAUUCCAUAGGUCACAG. The protein sequence of the target gene is MEPDSVIEDKTIELMCSVPRSLWLGCANLVESMCALSCLQSMPSVRCLQISNGTSSVIVSRKRPSEGNYQKEKDLCIKYFDQWSESDQVEFVEHLISRMCHYQHGHINSYLKPMLQRDFITALPEQGLDHIAENILSYLDARSLCAAELVCKEWQRVISEGMLWKKLIERMVRTDPLWKGLSERRGWDQYLFKNRPTDGPPNSFYRSLYPKIIQDIETIESNWRCGRHNLQRIQCRSENSKGVYCLQYDDEKIISGLRDNSIKIWDKTSLECLKVLTGHTGSVLCLQYDERVIVTGSSDS.... Result: 1 (interaction). (5) The miRNA is hsa-miR-10a-5p with sequence UACCCUGUAGAUCCGAAUUUGUG. The protein sequence of the target gene is MGHQQLYWSHPRKFGQGSRSCRVCSNRHGLIRKYGLNMCRQCFRQYAKDIGFIKLD. Result: 1 (interaction). (6) The miRNA is mmu-miR-340-5p with sequence UUAUAAAGCAAUGAGACUGAUU. The protein sequence of the target gene is MIHVRRHETRRNSKSHVPEQKSRVDWRRTKRSSISQLLDSDEELDSEEFDSDEELDSDESFENDEELDSNKGPDCNKTPGSERELNLSKIQSEGNDSKCLINSGNGSTYEEETNKIKHRNIDLQDQEKHLSQEDNDLNKQTGQIIEDDQEKHLSQEDNDLNKQTGQIIEDDLEEEDIKRGKRKRLSSVMCDSDESDDSDILVRKVGVKRPRRVVEDEGSSVEMEQKTPEKTLAAQKREKLQKLKELSKQRSRQRRSSGRDFEDSEKESCPSSDEVDEEEEEDNYESDEDGDDYIIDDFVV.... Result: 0 (no interaction).